From a dataset of Full USPTO retrosynthesis dataset with 1.9M reactions from patents (1976-2016). Predict the reactants needed to synthesize the given product. (1) The reactants are: [C:1]([O:5][C:6](=[O:38])[N:7]([CH2:9][CH2:10][C:11]1[C@H:16]([O:17][C:18]2[CH:23]=[C:22]([CH:24]=[CH2:25])[CH:21]=[CH:20][C:19]=2[O:26]COC)[C@@H:15]([O:30][Si:31]([C:34]([CH3:37])([CH3:36])[CH3:35])([CH3:33])[CH3:32])[CH2:14][CH2:13][CH:12]=1)[CH3:8])([CH3:4])([CH3:3])[CH3:2].C(S)CCCCCCCCCCC.C([O-])(O)=O.[Na+]. Given the product [C:1]([O:5][C:6](=[O:38])[N:7]([CH2:9][CH2:10][C:11]1[C@H:16]([O:17][C:18]2[CH:23]=[C:22]([CH:24]=[CH2:25])[CH:21]=[CH:20][C:19]=2[OH:26])[C@@H:15]([O:30][Si:31]([C:34]([CH3:37])([CH3:36])[CH3:35])([CH3:33])[CH3:32])[CH2:14][CH2:13][CH:12]=1)[CH3:8])([CH3:2])([CH3:4])[CH3:3], predict the reactants needed to synthesize it. (2) Given the product [F:9][CH2:8][C:4]1[N:3]=[C:2]([C:13]#[C:12][CH2:11][CH2:10][N:14]2[N:18]=[C:17]3[CH:19]=[CH:20][C:21]([CH3:23])=[CH:22][C:16]3=[N:15]2)[CH:7]=[CH:6][CH:5]=1, predict the reactants needed to synthesize it. The reactants are: Br[C:2]1[CH:7]=[CH:6][CH:5]=[C:4]([CH2:8][F:9])[N:3]=1.[CH2:10]([N:14]1[N:18]=[C:17]2[CH:19]=[CH:20][C:21]([CH3:23])=[CH:22][C:16]2=[N:15]1)[CH2:11][C:12]#[CH:13]. (3) Given the product [Cl:1][C:2]1[C:3]([C:31]2[CH:32]=[CH:33][C:28]([CH3:27])=[CH:29][CH:30]=2)=[C:4]2[N:10]=[C:9]([C:11]3[CH:12]=[CH:13][C:14]([O:17][CH2:18][CH2:19][N:20]4[CH2:21][CH2:22][O:23][CH2:24][CH2:25]4)=[CH:15][CH:16]=3)[NH:8][C:5]2=[N:6][CH:7]=1, predict the reactants needed to synthesize it. The reactants are: [Cl:1][C:2]1[C:3](Cl)=[C:4]2[N:10]=[C:9]([C:11]3[CH:16]=[CH:15][C:14]([O:17][CH2:18][CH2:19][N:20]4[CH2:25][CH2:24][O:23][CH2:22][CH2:21]4)=[CH:13][CH:12]=3)[NH:8][C:5]2=[N:6][CH:7]=1.[CH3:27][C:28]1[CH:33]=[CH:32][C:31](B(O)O)=[CH:30][CH:29]=1.C([O-])([O-])=O.[K+].[K+].O1CCOCC1. (4) Given the product [C:38]([C:30]1[CH:29]=[C:28]([C:25]2[S:24][C:23]([C:18]3[CH:19]=[CH:20][CH:21]=[C:22]4[C:17]=3[CH2:16][CH2:15][CH2:14][C@H:13]4[N:8]([CH2:9][C:10](=[O:12])[N:46]3[CH2:41][CH2:40][CH2:45][CH2:44]3)[C:6](=[O:7])[O:5][C:1]([CH3:2])([CH3:3])[CH3:4])=[N:27][N:26]=2)[CH:33]=[CH:32][C:31]=1[O:34][CH:35]([CH3:37])[CH3:36])#[N:39], predict the reactants needed to synthesize it. The reactants are: [C:1]([O:5][C:6]([N:8]([C@H:13]1[C:22]2[C:17](=[C:18]([C:23]3[S:24][C:25]([C:28]4[CH:33]=[CH:32][C:31]([O:34][CH:35]([CH3:37])[CH3:36])=[C:30]([C:38]#[N:39])[CH:29]=4)=[N:26][N:27]=3)[CH:19]=[CH:20][CH:21]=2)[CH2:16][CH2:15][CH2:14]1)[CH2:9][C:10]([OH:12])=O)=[O:7])([CH3:4])([CH3:3])[CH3:2].[CH:40]1[CH:41]=CC2N(O)N=[N:46][C:44]=2[CH:45]=1.C(Cl)CCl.N1CCCC1.